Task: Predict the product of the given reaction.. Dataset: Forward reaction prediction with 1.9M reactions from USPTO patents (1976-2016) (1) Given the reactants [CH2:1]([O:3][C:4](=[O:26])[CH2:5][CH2:6][C:7]1[CH:12]=[CH:11][C:10]([O:13][CH2:14][C:15]2[CH:20]=[CH:19][C:18]([CH2:21]O)=[C:17]([O:23][CH3:24])[CH:16]=2)=[CH:9][C:8]=1[F:25])[CH3:2].P(Br)(Br)[Br:28], predict the reaction product. The product is: [Br:28][CH2:21][C:18]1[CH:19]=[CH:20][C:15]([CH2:14][O:13][C:10]2[CH:11]=[CH:12][C:7]([CH2:6][CH2:5][C:4]([O:3][CH2:1][CH3:2])=[O:26])=[C:8]([F:25])[CH:9]=2)=[CH:16][C:17]=1[O:23][CH3:24]. (2) The product is: [C:35]([C:32]1[CH:33]=[CH:34][C:29]([C:5]2[CH:6]=[CH:7][C:2]([NH2:1])=[C:3]([NH:17][C:18](=[O:27])[C:19]3[CH:20]=[CH:21][C:22]([O:25][CH3:26])=[CH:23][CH:24]=3)[CH:4]=2)=[CH:30][CH:31]=1)(=[O:37])[CH3:36]. Given the reactants [NH2:1][C:2]1[CH:7]=[CH:6][C:5](B2OC(C)(C)C(C)(C)O2)=[CH:4][C:3]=1[NH:17][C:18](=[O:27])[C:19]1[CH:24]=[CH:23][C:22]([O:25][CH3:26])=[CH:21][CH:20]=1.Br[C:29]1[CH:34]=[CH:33][C:32]([C:35](=[O:37])[CH3:36])=[CH:31][CH:30]=1.COCCOC.C([O-])([O-])=O.[Na+].[Na+], predict the reaction product. (3) Given the reactants [CH2:1]([C:3]([C:13]1[CH:26]=[CH:25][C:16]([O:17][CH2:18][C:19](=[O:24])[C:20]([CH3:23])([CH3:22])[CH3:21])=[C:15]([CH3:27])[CH:14]=1)([C:6]1[CH:11]=[CH:10][C:9](I)=[CH:8][CH:7]=1)[CH2:4][CH3:5])[CH3:2].[CH3:28][N:29](C=O)C, predict the reaction product. The product is: [CH3:21][C:20]([CH3:23])([CH3:22])[C:19](=[O:24])[CH2:18][O:17][C:16]1[CH:25]=[CH:26][C:13]([C:3]([C:6]2[CH:11]=[CH:10][C:9]([C:28]#[N:29])=[CH:8][CH:7]=2)([CH2:4][CH3:5])[CH2:1][CH3:2])=[CH:14][C:15]=1[CH3:27]. (4) Given the reactants C(O)C.[CH2:4]1[C:8]2[CH:9]=[CH:10][C:11]([CH:13]=O)=[CH:12][C:7]=2[CH2:6][O:5]1.Cl.[OH:16][NH2:17].C([O-])(=O)C.[Na+], predict the reaction product. The product is: [CH2:4]1[C:8]2[CH:9]=[CH:10][C:11]([CH:13]=[N:17][OH:16])=[CH:12][C:7]=2[CH2:6][O:5]1. (5) Given the reactants [CH2:1]([C:3]1([CH2:13][CH3:14])[C:11]2[C:6](=[CH:7][CH:8]=[CH:9][CH:10]=2)[NH:5][C:4]1=[O:12])[CH3:2].C([O-])(=O)C.[Na+].[Br:20]Br, predict the reaction product. The product is: [Br:20][C:9]1[CH:10]=[C:11]2[C:6](=[CH:7][CH:8]=1)[NH:5][C:4](=[O:12])[C:3]2([CH2:1][CH3:2])[CH2:13][CH3:14]. (6) Given the reactants [CH3:1][CH:2]1[C:6]([N:7]2[CH2:11][CH2:10][C:9]3([CH2:16][CH2:15][N:14](C(OC(C)(C)C)=O)[CH2:13][CH2:12]3)[C:8]2=[O:24])=[CH:5][C:4](=[O:25])[O:3]1.FC(F)(F)C(O)=O, predict the reaction product. The product is: [CH3:1][CH:2]1[C:6]([N:7]2[CH2:11][CH2:10][C:9]3([CH2:16][CH2:15][NH:14][CH2:13][CH2:12]3)[C:8]2=[O:24])=[CH:5][C:4](=[O:25])[O:3]1.